This data is from Full USPTO retrosynthesis dataset with 1.9M reactions from patents (1976-2016). The task is: Predict the reactants needed to synthesize the given product. (1) The reactants are: [Cl:1][C:2]1[CH:3]=[CH:4][C:5]([O:14][CH2:15][C:16]([N:18]2[CH2:23][C@H:22]([CH3:24])[N:21]([CH2:25][C:26]3[CH:31]=[CH:30][C:29]([F:32])=[CH:28][CH:27]=3)[CH2:20][C@H:19]2[CH3:33])=[O:17])=[C:6]([CH:13]=1)[CH2:7][O:8][CH2:9][C:10](O)=[O:11].[CH:34]1(N=C=NC2CCCCC2)CCCCC1.C[S:50]([NH2:53])(=[O:52])=[O:51]. Given the product [Cl:1][C:2]1[CH:3]=[CH:4][C:5]([O:14][CH2:15][C:16]([N:18]2[CH2:23][C@H:22]([CH3:24])[N:21]([CH2:25][C:26]3[CH:27]=[CH:28][C:29]([F:32])=[CH:30][CH:31]=3)[CH2:20][C@H:19]2[CH3:33])=[O:17])=[C:6]([CH:13]=1)[CH2:7][O:8][CH:9]([C:10](=[O:11])[CH3:34])[S:50]([NH2:53])(=[O:52])=[O:51], predict the reactants needed to synthesize it. (2) Given the product [C:32]([C:29]1[CH:30]=[CH:31][C:26]([O:19][C:16]2[CH:17]=[CH:18][C:13]([C:10]3[S:11][CH:12]=[C:8]([C:3]4[CH:4]=[CH:5][CH:6]=[CH:7][C:2]=4[Cl:1])[C:9]=3[CH2:20][C:21]([O:23][CH3:24])=[O:22])=[CH:14][CH:15]=2)=[CH:27][CH:28]=1)(=[O:34])[CH3:33], predict the reactants needed to synthesize it. The reactants are: [Cl:1][C:2]1[CH:7]=[CH:6][CH:5]=[CH:4][C:3]=1[C:8]1[C:9]([CH2:20][C:21]([O:23][CH3:24])=[O:22])=[C:10]([C:13]2[CH:18]=[CH:17][C:16]([OH:19])=[CH:15][CH:14]=2)[S:11][CH:12]=1.F[C:26]1[CH:31]=[CH:30][C:29]([C:32](=[O:34])[CH3:33])=[CH:28][CH:27]=1.C([O-])([O-])=O.[K+].[K+]. (3) Given the product [CH:13]([N:16]([CH2:17][C:18]1[O:22][N:21]=[C:20]([C:23]2[CH:28]=[CH:27][CH:26]=[CH:25][CH:24]=2)[N:19]=1)[C:9](=[O:10])[CH2:8][O:7][C:3]1[CH:2]=[C:1]([CH3:12])[CH:6]=[CH:5][CH:4]=1)([CH3:15])[CH3:14], predict the reactants needed to synthesize it. The reactants are: [C:1]1([CH3:12])[CH:6]=[CH:5][CH:4]=[C:3]([O:7][CH2:8][C:9](Cl)=[O:10])[CH:2]=1.[CH:13]([NH:16][CH2:17][C:18]1[O:22][N:21]=[C:20]([C:23]2[CH:28]=[CH:27][CH:26]=[CH:25][CH:24]=2)[N:19]=1)([CH3:15])[CH3:14].C(N(CC)CC)C. (4) Given the product [N:89]([CH2:88][C:84]1[CH:83]=[C:82]([CH:87]=[CH:86][CH:85]=1)[C:81]([NH:80][CH2:79][CH2:78][CH2:77][CH2:76][C@H:72]([NH:71][C:63](=[O:64])[C@H:58]([CH2:59][CH:60]([CH3:61])[CH3:62])[NH:57][C:55](=[O:56])[C@H:47]([CH2:48][C:49]1[CH:54]=[CH:53][CH:52]=[CH:51][CH:50]=1)[NH:46][C:44](=[O:45])[C@H:36]([CH2:37][C:38]1[CH:39]=[CH:40][CH:41]=[CH:42][CH:43]=1)[NH:35][C:33](=[O:34])[C@H:27]([CH2:28][CH2:29][C:30](=[O:31])[OH:32])[NH:26][C:24](=[O:25])[C@H:19]([CH2:20][C:21](=[O:23])[NH2:22])[NH:18][C:16](=[O:17])[C@H:11]([CH2:12][C:13](=[O:14])[OH:15])[NH:10][C:8](=[O:9])[C@H:2]([CH2:3][CH2:4][C:5](=[O:6])[OH:7])[NH2:1])[C:73]([NH2:75])=[O:74])=[O:92])=[N+:90]=[N-:91], predict the reactants needed to synthesize it. The reactants are: [NH2:1][C@H:2]([C:8]([NH:10][C@H:11]([C:16]([NH:18][C@H:19]([C:24]([NH:26][C@H:27]([C:33]([NH:35][C@H:36]([C:44]([NH:46][C@H:47]([C:55]([NH:57][C@H:58]([C:63](N[C@H](C(O)=O)C)=[O:64])[CH2:59][CH:60]([CH3:62])[CH3:61])=[O:56])[CH2:48][C:49]1[CH:54]=[CH:53][CH:52]=[CH:51][CH:50]=1)=[O:45])[CH2:37][C:38]1[CH:43]=[CH:42][CH:41]=[CH:40][CH:39]=1)=[O:34])[CH2:28][CH2:29][C:30](=[O:32])[OH:31])=[O:25])[CH2:20][C:21](=[O:23])[NH2:22])=[O:17])[CH2:12][C:13](=[O:15])[OH:14])=[O:9])[CH2:3][CH2:4][C:5](=[O:7])[OH:6].[NH2:71][C@@H:72]([CH2:76][CH2:77][CH2:78][CH2:79][NH:80][C:81](=[O:92])[C:82]1[CH:87]=[CH:86][CH:85]=[C:84]([CH2:88][N:89]=[N+:90]=[N-:91])[CH:83]=1)[C:73]([NH2:75])=[O:74].C1N(CCO)CCN(CCS(O)(=O)=O)C1.Cl.[OH-].[Na+]. (5) Given the product [Cl:1][C:2]1[CH:7]=[CH:6][CH:5]=[CH:4][C:3]=1[CH:8]([O:10][C:11]([NH:12][C:13]1[C:14]([CH3:26])=[N:15][O:16][C:17]=1[C:18]1[CH:23]=[CH:22][C:21]([CH2:24][S:28][C:29]2[CH:30]=[C:31]([CH2:35][C:36]([OH:38])=[O:37])[CH:32]=[CH:33][CH:34]=2)=[CH:20][CH:19]=1)=[O:27])[CH3:9], predict the reactants needed to synthesize it. The reactants are: [Cl:1][C:2]1[CH:7]=[CH:6][CH:5]=[CH:4][C:3]=1[CH:8]([O:10][C:11](=[O:27])[NH:12][C:13]1[C:14]([CH3:26])=[N:15][O:16][C:17]=1[C:18]1[CH:23]=[CH:22][C:21]([CH2:24]Cl)=[CH:20][CH:19]=1)[CH3:9].[SH:28][C:29]1[CH:30]=[C:31]([CH2:35][C:36]([OH:38])=[O:37])[CH:32]=[CH:33][CH:34]=1.